This data is from Catalyst prediction with 721,799 reactions and 888 catalyst types from USPTO. The task is: Predict which catalyst facilitates the given reaction. (1) Reactant: [N:1]([CH2:4][C:5]1[CH:20]=[CH:19][C:8]([C:9]([O:11]N2C(=O)CCC2=O)=O)=[C:7]([Cl:21])[CH:6]=1)=[N+:2]=[N-:3].Cl.[C:23]([NH:31][CH2:32][C@@H:33]([C:35]([O:37][CH3:38])=[O:36])[NH2:34])(=[O:30])[C:24]1[CH:29]=[CH:28][CH:27]=[CH:26][CH:25]=1.C(N(CC)CC)C. Product: [N:1]([CH2:4][C:5]1[CH:20]=[CH:19][C:8]([C:9]([NH:34][C@H:33]([C:35]([O:37][CH3:38])=[O:36])[CH2:32][NH:31][C:23](=[O:30])[C:24]2[CH:29]=[CH:28][CH:27]=[CH:26][CH:25]=2)=[O:11])=[C:7]([Cl:21])[CH:6]=1)=[N+:2]=[N-:3]. The catalyst class is: 9. (2) Reactant: [N+:1]([C:4]1[CH:5]=[C:6]([CH2:14][OH:15])[CH:7]=[C:8]([C:10]([F:13])([F:12])[F:11])[CH:9]=1)([O-])=O.Cl.O.O.Cl[Sn]Cl. Product: [NH2:1][C:4]1[CH:5]=[C:6]([CH2:14][OH:15])[CH:7]=[C:8]([C:10]([F:11])([F:12])[F:13])[CH:9]=1. The catalyst class is: 250. (3) Reactant: [Cl:1][C:2]1[CH:7]=[CH:6][C:5]([CH2:8][N:9]2[CH2:14][CH2:13][N:12]([C:15]([O:17][C:18]([CH3:21])([CH3:20])[CH3:19])=[O:16])[CH2:11][CH2:10]2)=[C:4]([C:22]([O:24]C)=[O:23])[CH:3]=1.CO.[OH-].[Li+].Cl. Product: [C:18]([O:17][C:15]([N:12]1[CH2:13][CH2:14][N:9]([CH2:8][C:5]2[CH:6]=[CH:7][C:2]([Cl:1])=[CH:3][C:4]=2[C:22]([OH:24])=[O:23])[CH2:10][CH2:11]1)=[O:16])([CH3:21])([CH3:19])[CH3:20]. The catalyst class is: 6. (4) Reactant: [CH:1]([CH:3]1[CH2:8][CH2:7][N:6]([C:9]([O:11][CH2:12][C:13]2[CH:18]=[CH:17][CH:16]=[CH:15][CH:14]=2)=[O:10])[CH2:5][CH2:4]1)=O.C1(C)C=CC(S(O)(=O)=O)=CC=1.[CH3:30][C:31](=[O:34])[CH:32]=[CH2:33]. Product: [O:34]=[C:31]1[CH2:32][CH2:33][C:3]2([CH2:8][CH2:7][N:6]([C:9]([O:11][CH2:12][C:13]3[CH:18]=[CH:17][CH:16]=[CH:15][CH:14]=3)=[O:10])[CH2:5][CH2:4]2)[CH:1]=[CH:30]1. The catalyst class is: 48. (5) Reactant: C[O:2][C:3](=[O:12])[CH:4]([C:6]1[CH:11]=[CH:10][CH:9]=[CH:8][CH:7]=1)Br.[CH3:13][C:14]1[CH:19]=[CH:18][C:17]([SH:20])=[CH:16][CH:15]=1.[NH2:21][C:22]1[CH:27]=[CH:26][CH:25]=[CH:24][N:23]=1. Product: [CH3:13][C:14]1[CH:19]=[CH:18][C:17]([S:20][CH:4]([C:6]2[CH:11]=[CH:10][CH:9]=[CH:8][CH:7]=2)[C:3]([OH:2])=[O:12])=[CH:16][CH:15]=1.[CH3:13][C:14]1[CH:19]=[CH:18][C:17]([S:20][CH:4]([C:6]2[CH:7]=[CH:8][CH:9]=[CH:10][CH:11]=2)[C:3]([NH:21][C:22]2[CH:27]=[CH:26][CH:25]=[CH:24][N:23]=2)=[O:12])=[CH:16][CH:15]=1. The catalyst class is: 1. (6) Reactant: Br[C:2]1[CH:3]=[C:4]2[C:8](=[CH:9][CH:10]=1)[CH2:7][N:6]([C:11]1[N:12]=[N:13][N:14]([CH3:16])[N:15]=1)[CH2:5]2.[F:17][C:18]1[CH:19]=[C:20]([N:33]2[CH2:37][C@H:36]([CH2:38][OH:39])[O:35][C:34]2=[O:40])[CH:21]=[CH:22][C:23]=1B1OC(C)(C)C(C)(C)O1.C(=O)([O-])[O-].[Cs+].[Cs+]. Product: [F:17][C:18]1[CH:19]=[C:20]([N:33]2[CH2:37][C@H:36]([CH2:38][OH:39])[O:35][C:34]2=[O:40])[CH:21]=[CH:22][C:23]=1[C:2]1[CH:3]=[C:4]2[C:8](=[CH:9][CH:10]=1)[CH2:7][N:6]([C:11]1[N:12]=[N:13][N:14]([CH3:16])[N:15]=1)[CH2:5]2. The catalyst class is: 38. (7) Reactant: [NH:1]1[CH2:6][CH2:5][CH:4]([C:7]2[CH:12]=[CH:11][C:10]([NH:13][C:14]([C:16]3[N:17]=[C:18]([C:25]4[CH:30]=[CH:29][CH:28]=[CH:27][CH:26]=4)[O:19][C:20]=3[C:21]([F:24])([F:23])[F:22])=[O:15])=[CH:9][CH:8]=2)[CH2:3][CH2:2]1.[C:31]([O:35][C:36](=[O:44])[C:37]1[CH:42]=[CH:41][C:40](Br)=[CH:39][CH:38]=1)([CH3:34])([CH3:33])[CH3:32].CC(C)([O-])C.[Na+].C(C1C=C(C(C)C)C=C(C(C)C)C=1C1C=CC=CC=1P(C1CCCCC1)C1CCCCC1)(C)C. The catalyst class is: 12. Product: [C:31]([O:35][C:36](=[O:44])[C:37]1[CH:42]=[CH:41][C:40]([N:1]2[CH2:6][CH2:5][CH:4]([C:7]3[CH:8]=[CH:9][C:10]([NH:13][C:14]([C:16]4[N:17]=[C:18]([C:25]5[CH:30]=[CH:29][CH:28]=[CH:27][CH:26]=5)[O:19][C:20]=4[C:21]([F:22])([F:23])[F:24])=[O:15])=[CH:11][CH:12]=3)[CH2:3][CH2:2]2)=[CH:39][CH:38]=1)([CH3:34])([CH3:32])[CH3:33]. (8) Reactant: C([Li])CCC.C(NC(C)C)(C)C.[F:13][C:14]1[CH:19]=[CH:18][C:17]([CH3:20])=[CH:16][N:15]=1.FC1C([Li])=CC(C)=CN=1.[I:30]I.S([O-])([O-])(=O)=S.[Na+].[Na+]. Product: [F:13][C:14]1[C:19]([I:30])=[CH:18][C:17]([CH3:20])=[CH:16][N:15]=1. The catalyst class is: 30. (9) Reactant: [CH3:1][O:2][C:3](=[O:12])[C:4]1[CH:9]=[C:8]([OH:10])[CH:7]=[C:6]([Cl:11])[CH:5]=1.[Cl:13][C:14]1[CH:19]=[C:18]([CH2:20]Cl)[CH:17]=[C:16]([Cl:22])[CH:15]=1.C(=O)([O-])[O-].[Cs+].[Cs+]. Product: [CH3:1][O:2][C:3](=[O:12])[C:4]1[CH:9]=[C:8]([O:10][CH2:20][C:18]2[CH:19]=[C:14]([Cl:13])[CH:15]=[C:16]([Cl:22])[CH:17]=2)[CH:7]=[C:6]([Cl:11])[CH:5]=1. The catalyst class is: 44. (10) Reactant: [NH2:1][C:2]1[CH:10]=[CH:9][CH:8]=[C:7]([O:11][CH3:12])[C:3]=1[C:4]([OH:6])=[O:5].Cl[C:14](Cl)([O:16]C(=O)OC(Cl)(Cl)Cl)Cl. Product: [CH3:12][O:11][C:7]1[C:3]2[C:4](=[O:6])[O:5][C:14](=[O:16])[NH:1][C:2]=2[CH:10]=[CH:9][CH:8]=1. The catalyst class is: 20.